This data is from Full USPTO retrosynthesis dataset with 1.9M reactions from patents (1976-2016). The task is: Predict the reactants needed to synthesize the given product. (1) Given the product [C:14]([O:18][C:19]([N:21]1[CH2:26][CH2:25][N:24]([C:27]2[C:36]3[O:35][CH2:34][CH2:33][N:32]([S:10]([C:6]4[CH:7]=[CH:8][CH:9]=[C:4]([N+:1]([O-:3])=[O:2])[CH:5]=4)(=[O:12])=[O:11])[C:31]=3[CH:30]=[CH:29][CH:28]=2)[CH2:23][CH2:22]1)=[O:20])([CH3:17])([CH3:15])[CH3:16], predict the reactants needed to synthesize it. The reactants are: [N+:1]([C:4]1[CH:5]=[C:6]([S:10](Cl)(=[O:12])=[O:11])[CH:7]=[CH:8][CH:9]=1)([O-:3])=[O:2].[C:14]([O:18][C:19]([N:21]1[CH2:26][CH2:25][N:24]([C:27]2[C:36]3[O:35][CH2:34][CH2:33][NH:32][C:31]=3[CH:30]=[CH:29][CH:28]=2)[CH2:23][CH2:22]1)=[O:20])([CH3:17])([CH3:16])[CH3:15].N1C=CC=CC=1. (2) Given the product [CH2:11]([N:18]([C@@H:19]([CH3:22])[CH2:20][OH:21])[CH2:3][CH:2]([C:4]1[CH:9]=[CH:8][CH:7]=[CH:6][N+:5]=1[O-:10])[OH:1])[C:12]1[CH:17]=[CH:16][CH:15]=[CH:14][CH:13]=1, predict the reactants needed to synthesize it. The reactants are: [O:1]1[CH2:3][CH:2]1[C:4]1[CH:9]=[CH:8][CH:7]=[CH:6][N+:5]=1[O-:10].[CH2:11]([NH:18][C@@H:19]([CH3:22])[CH2:20][OH:21])[C:12]1[CH:17]=[CH:16][CH:15]=[CH:14][CH:13]=1.C(=O)([O-])[O-].[K+].[K+]. (3) Given the product [Br:17][CH2:18][C:19]([C:4]1[S:3][C:2]([CH3:1])=[N:6][CH:5]=1)=[O:20], predict the reactants needed to synthesize it. The reactants are: [CH3:1][C:2]1[S:3][CH:4]=[C:5](C(Cl)=O)[N:6]=1.[N+](=C[Si](C)(C)C)=[N-].[BrH:17].[CH3:18][CH2:19][O:20]C(C)=O. (4) Given the product [C:1]([B-:3]([C:8]#[N:9])([C:6]#[N:7])[C:4]#[N:5])#[N:2].[CH2:12]([N+:20]1[CH:21]=[CH:22][CH:23]=[CH:24][CH:25]=1)[CH2:13][CH2:14][CH2:15][CH2:16][CH2:17][CH2:18][CH3:19], predict the reactants needed to synthesize it. The reactants are: [C:1]([B-:3]([C:8]#[N:9])([C:6]#[N:7])[C:4]#[N:5])#[N:2].[K+].[Br-].[CH2:12]([N+:20]1[CH:25]=[CH:24][CH:23]=[CH:22][CH:21]=1)[CH2:13][CH2:14][CH2:15][CH2:16][CH2:17][CH2:18][CH3:19].